Task: Predict which catalyst facilitates the given reaction.. Dataset: Catalyst prediction with 721,799 reactions and 888 catalyst types from USPTO Reactant: CCN(C(C)C)C(C)C.OC(C(F)(F)F)=O.[NH2:17][CH2:18][C:19]([N:21]1[CH2:26][CH2:25][N:24]([C:27](=[O:38])[C:28]2[CH:33]=[CH:32][CH:31]=[CH:30][C:29]=2[C:34]([F:37])([F:36])[F:35])[CH2:23][CH2:22]1)=[O:20].C1C=CC2N(O)N=NC=2C=1.CCN=C=NCCCN(C)C.Cl.[C:61]1([CH2:67][C:68](O)=[O:69])[CH:66]=[CH:65][CH:64]=[CH:63][CH:62]=1. Product: [O:20]=[C:19]([N:21]1[CH2:22][CH2:23][N:24]([C:27](=[O:38])[C:28]2[CH:33]=[CH:32][CH:31]=[CH:30][C:29]=2[C:34]([F:37])([F:35])[F:36])[CH2:25][CH2:26]1)[CH2:18][NH:17][C:68](=[O:69])[CH2:67][C:61]1[CH:66]=[CH:65][CH:64]=[CH:63][CH:62]=1. The catalyst class is: 18.